From a dataset of Cav3 T-type calcium channel HTS with 100,875 compounds. Binary Classification. Given a drug SMILES string, predict its activity (active/inactive) in a high-throughput screening assay against a specified biological target. (1) The molecule is S=C(N(C1CC(=O)N(C1=O)c1ccc(OC)cc1)CC(OC)=O)Nc1ccccc1. The result is 0 (inactive). (2) The compound is O1CCN(CC(OC(=O)/C=C\c2c(OC)cccc2)C)CC1. The result is 0 (inactive). (3) The molecule is O1c2c(OCC1)ccc(c2)C(=O)COC(=O)c1ccc(OCc2c(onc2C)C)cc1. The result is 0 (inactive). (4) The drug is O1C(OCC)C(C(C=C1C(=O)NCc1[nH]c2c(n1)cccc2)C)CCCO. The result is 0 (inactive). (5) The drug is O=C1N(C(=O)CC1N1CCN(CC1)CC(=O)N)C. The result is 0 (inactive). (6) The molecule is O=C1CCCC\C1=C\Nc1c(OC)ccc(OC)c1. The result is 0 (inactive).